This data is from NCI-60 drug combinations with 297,098 pairs across 59 cell lines. The task is: Regression. Given two drug SMILES strings and cell line genomic features, predict the synergy score measuring deviation from expected non-interaction effect. (1) Drug 1: CCC1=CC2CC(C3=C(CN(C2)C1)C4=CC=CC=C4N3)(C5=C(C=C6C(=C5)C78CCN9C7C(C=CC9)(C(C(C8N6C)(C(=O)OC)O)OC(=O)C)CC)OC)C(=O)OC.C(C(C(=O)O)O)(C(=O)O)O. Drug 2: CC1=C(C(=CC=C1)Cl)NC(=O)C2=CN=C(S2)NC3=CC(=NC(=N3)C)N4CCN(CC4)CCO. Cell line: TK-10. Synergy scores: CSS=42.5, Synergy_ZIP=-0.0108, Synergy_Bliss=3.01, Synergy_Loewe=-1.43, Synergy_HSA=6.92. (2) Drug 1: C1=C(C(=O)NC(=O)N1)F. Drug 2: C1=NC2=C(N=C(N=C2N1C3C(C(C(O3)CO)O)O)F)N. Cell line: NCI-H322M. Synergy scores: CSS=37.5, Synergy_ZIP=5.33, Synergy_Bliss=4.39, Synergy_Loewe=1.15, Synergy_HSA=3.25. (3) Drug 1: C1=NC2=C(N1)C(=S)N=C(N2)N. Drug 2: CCCS(=O)(=O)NC1=C(C(=C(C=C1)F)C(=O)C2=CNC3=C2C=C(C=N3)C4=CC=C(C=C4)Cl)F. Cell line: 786-0. Synergy scores: CSS=44.2, Synergy_ZIP=3.83, Synergy_Bliss=4.23, Synergy_Loewe=-3.61, Synergy_HSA=5.39. (4) Drug 1: CC(CN1CC(=O)NC(=O)C1)N2CC(=O)NC(=O)C2. Drug 2: CCC1(CC2CC(C3=C(CCN(C2)C1)C4=CC=CC=C4N3)(C5=C(C=C6C(=C5)C78CCN9C7C(C=CC9)(C(C(C8N6C)(C(=O)OC)O)OC(=O)C)CC)OC)C(=O)OC)O.OS(=O)(=O)O. Cell line: A549. Synergy scores: CSS=35.6, Synergy_ZIP=-4.98, Synergy_Bliss=-2.97, Synergy_Loewe=0.610, Synergy_HSA=1.41. (5) Drug 2: CCC1=C2CN3C(=CC4=C(C3=O)COC(=O)C4(CC)O)C2=NC5=C1C=C(C=C5)O. Synergy scores: CSS=90.8, Synergy_ZIP=9.10, Synergy_Bliss=8.53, Synergy_Loewe=9.84, Synergy_HSA=12.7. Drug 1: C1=NC2=C(N1)C(=S)N=C(N2)N. Cell line: HL-60(TB). (6) Drug 1: C1=CN(C=N1)CC(O)(P(=O)(O)O)P(=O)(O)O. Drug 2: CC(C)CN1C=NC2=C1C3=CC=CC=C3N=C2N. Cell line: NCI/ADR-RES. Synergy scores: CSS=5.66, Synergy_ZIP=-3.91, Synergy_Bliss=-3.94, Synergy_Loewe=-2.11, Synergy_HSA=-1.68. (7) Drug 1: CS(=O)(=O)CCNCC1=CC=C(O1)C2=CC3=C(C=C2)N=CN=C3NC4=CC(=C(C=C4)OCC5=CC(=CC=C5)F)Cl. Drug 2: CCC1(C2=C(COC1=O)C(=O)N3CC4=CC5=C(C=CC(=C5CN(C)C)O)N=C4C3=C2)O.Cl. Cell line: MCF7. Synergy scores: CSS=17.1, Synergy_ZIP=-2.03, Synergy_Bliss=2.60, Synergy_Loewe=-8.55, Synergy_HSA=1.97.